Dataset: Full USPTO retrosynthesis dataset with 1.9M reactions from patents (1976-2016). Task: Predict the reactants needed to synthesize the given product. Given the product [Cl:1][C:2]1[CH:7]=[CH:6][C:5]2[N:8]([CH3:9])[C:12]([CH2:11][OH:15])=[N:10][C:4]=2[CH:3]=1, predict the reactants needed to synthesize it. The reactants are: [Cl:1][C:2]1[CH:3]=[C:4]([NH2:10])[C:5]([NH:8][CH3:9])=[CH:6][CH:7]=1.[C:11]([OH:15])(=O)[CH2:12]O.